Dataset: Peptide-MHC class II binding affinity with 134,281 pairs from IEDB. Task: Regression. Given a peptide amino acid sequence and an MHC pseudo amino acid sequence, predict their binding affinity value. This is MHC class II binding data. The peptide sequence is GRIGRNPSQVGDEYCY. The MHC is DRB1_1501 with pseudo-sequence DRB1_1501. The binding affinity (normalized) is 0.